Dataset: Forward reaction prediction with 1.9M reactions from USPTO patents (1976-2016). Task: Predict the product of the given reaction. (1) Given the reactants [CH2:1]([O:5][C:6]1[CH:10]=[C:9]([CH2:11][CH2:12][CH2:13][C:14]([OH:16])=O)[N:8]([CH2:17][C:18]2[CH:23]=[CH:22][C:21]([Cl:24])=[CH:20][C:19]=2[Cl:25])[N:7]=1)[CH2:2][CH2:3][CH3:4].[CH2:26]([S:31]([NH2:34])(=[O:33])=[O:32])[CH2:27][CH2:28][CH2:29][CH3:30].N12CCCN=C1CCCCC2, predict the reaction product. The product is: [CH2:1]([O:5][C:6]1[CH:10]=[C:9]([CH2:11][CH2:12][CH2:13][C:14]([NH:34][S:31]([CH2:26][CH2:27][CH2:28][CH2:29][CH3:30])(=[O:33])=[O:32])=[O:16])[N:8]([CH2:17][C:18]2[CH:23]=[CH:22][C:21]([Cl:24])=[CH:20][C:19]=2[Cl:25])[N:7]=1)[CH2:2][CH2:3][CH3:4]. (2) Given the reactants Br[C:2]1[N:6]2[CH:7]=[C:8]([NH:11][CH:12]3[CH2:17][CH2:16][CH2:15][CH:14]([OH:18])[CH2:13]3)[CH:9]=[CH:10][C:5]2=[N:4][CH:3]=1.[N:19]1([C:24]2[CH:25]=[C:26](B(O)O)[CH:27]=[CH:28][CH:29]=2)[CH:23]=[CH:22][CH:21]=[N:20]1, predict the reaction product. The product is: [N:19]1([C:24]2[CH:25]=[C:26]([C:2]3[N:6]4[CH:7]=[C:8]([NH:11][CH:12]5[CH2:17][CH2:16][CH2:15][CH:14]([OH:18])[CH2:13]5)[CH:9]=[CH:10][C:5]4=[N:4][CH:3]=3)[CH:27]=[CH:28][CH:29]=2)[CH:23]=[CH:22][CH:21]=[N:20]1. (3) The product is: [ClH:25].[NH2:7][C@@H:8]([CH:21]([CH3:23])[CH3:22])[CH2:9][NH:10][C:11](=[O:20])[C:12]1[CH:17]=[CH:16][C:15]([C:18]#[N:19])=[CH:14][CH:13]=1. Given the reactants CC(C)(OC([NH:7][C@@H:8]([CH:21]([CH3:23])[CH3:22])[CH2:9][NH:10][C:11](=[O:20])[C:12]1[CH:17]=[CH:16][C:15]([C:18]#[N:19])=[CH:14][CH:13]=1)=O)C.[ClH:25].C(OCC)(=O)C, predict the reaction product. (4) The product is: [Cl:12][C:4]1[N:3]=[C:2]([NH:21][CH2:20][C:16]2[CH:17]=[CH:18][CH:19]=[C:14]([F:13])[CH:15]=2)[CH:7]=[C:6]([C:8]([F:11])([F:10])[F:9])[CH:5]=1. Given the reactants Cl[C:2]1[CH:7]=[C:6]([C:8]([F:11])([F:10])[F:9])[CH:5]=[C:4]([Cl:12])[N:3]=1.[F:13][C:14]1[CH:15]=[C:16]([CH2:20][NH2:21])[CH:17]=[CH:18][CH:19]=1, predict the reaction product. (5) Given the reactants [CH3:1][O:2][C:3]1[CH:8]=[CH:7][C:6]([C:9]2[C:17]([C:18](=O)[CH:19]([CH3:21])[CH3:20])=[C:12]3[CH:13]=[CH:14][CH:15]=[CH:16][N:11]3[N:10]=2)=[CH:5][CH:4]=1.Cl.[NH2:24][OH:25].[OH-].[Na+].Cl, predict the reaction product. The product is: [CH3:1][O:2][C:3]1[CH:8]=[CH:7][C:6]([C:9]2[C:17]([C:18](=[N:24][OH:25])[CH:19]([CH3:21])[CH3:20])=[C:12]3[CH:13]=[CH:14][CH:15]=[CH:16][N:11]3[N:10]=2)=[CH:5][CH:4]=1. (6) Given the reactants [CH2:1](O)[C:2]1[CH:10]=[CH:9][C:8]2[O:7][CH2:6][O:5][C:4]=2[CH:3]=1.O=S(Cl)[Cl:14], predict the reaction product. The product is: [Cl:14][CH2:1][C:2]1[CH:10]=[CH:9][C:8]2[O:7][CH2:6][O:5][C:4]=2[CH:3]=1.